This data is from Forward reaction prediction with 1.9M reactions from USPTO patents (1976-2016). The task is: Predict the product of the given reaction. (1) Given the reactants N#N.Br[C:4]1[CH:9]=[CH:8][CH:7]=[C:6]([F:10])[C:5]=1[N:11]1[CH2:16][CH2:15][CH2:14][CH2:13][CH2:12]1.[Li]C(C)(C)C.CCCCC.CON(C)[C:30]([C@@H:32]1[CH2:37][CH2:36][CH2:35][N:34]([C:38]([O:40][C:41]([CH3:44])([CH3:43])[CH3:42])=[O:39])[CH2:33]1)=[O:31], predict the reaction product. The product is: [F:10][C:6]1[C:5]([N:11]2[CH2:16][CH2:15][CH2:14][CH2:13][CH2:12]2)=[C:4]([CH:9]=[CH:8][CH:7]=1)[C:30]([C@@H:32]1[CH2:37][CH2:36][CH2:35][N:34]([C:38]([O:40][C:41]([CH3:44])([CH3:43])[CH3:42])=[O:39])[CH2:33]1)=[O:31]. (2) Given the reactants [C:1]([O:5][CH:6]([C:12]1[C:21]([CH3:22])=[CH:20][C:19]2[C:14](=[CH:15][CH:16]=[CH:17][CH:18]=2)[C:13]=1[OH:23])[C:7]([O:9][CH2:10][CH3:11])=[O:8])([CH3:4])([CH3:3])[CH3:2].C([O-])(O)=O.[Na+].[Br:29]Br.[O-]S([O-])(=S)=O.[Na+].[Na+], predict the reaction product. The product is: [Br:29][C:20]1[C:19]2[C:14](=[CH:15][CH:16]=[CH:17][CH:18]=2)[C:13]([OH:23])=[C:12]([CH:6]([O:5][C:1]([CH3:4])([CH3:2])[CH3:3])[C:7]([O:9][CH2:10][CH3:11])=[O:8])[C:21]=1[CH3:22]. (3) Given the reactants [CH3:1][O:2][C:3]1[C:4]([O:19][C:20]2[CH:25]=[CH:24][CH:23]=[C:22]([C:26]([F:29])([F:28])[F:27])[CH:21]=2)=[C:5]2[C:10](=[C:11]([NH:13][CH2:14][CH2:15][CH2:16][NH2:17])[CH:12]=1)[N:9]=[CH:8][CH:7]=[C:6]2[CH3:18].[C:30]([OH:37])(=[O:36])[CH2:31][CH2:32][C:33]([OH:35])=[O:34], predict the reaction product. The product is: [CH3:1][O:2][C:3]1[C:4]([O:19][C:20]2[CH:25]=[CH:24][CH:23]=[C:22]([C:26]([F:28])([F:27])[F:29])[CH:21]=2)=[C:5]2[C:10](=[C:11]([NH:13][CH2:14][CH2:15][CH2:16][NH2:17])[CH:12]=1)[N:9]=[C:8]([CH:31]([C:30]([OH:37])=[O:36])[CH2:32][C:33]([OH:35])=[O:34])[CH:7]=[C:6]2[CH3:18]. (4) Given the reactants [C:1]([O:5][C:6]([N:8]([CH3:33])[CH:9]([CH3:32])[C:10]([NH:12][C:13]1[CH:18]=[C:17](B(O)O)[CH:16]=[C:15]([NH:22][C:23]([C:25]2[CH:30]=[CH:29][C:28]([Cl:31])=[CH:27][N:26]=2)=[O:24])[N:14]=1)=[O:11])=[O:7])([CH3:4])([CH3:3])[CH3:2].Cl[C:35]1[N:36]=[C:37](Cl)[C:38]2[N:43]([CH3:44])[N:42]=[C:41]([CH3:45])[C:39]=2[N:40]=1, predict the reaction product. The product is: [C:1]([O:5][C:6](=[O:7])[N:8]([CH:9]([C:10](=[O:11])[NH:12][C:13]1[CH:18]=[C:17]([C:37]2[C:38]3[N:43]([CH3:44])[N:42]=[C:41]([CH3:45])[C:39]=3[N:40]=[CH:35][N:36]=2)[CH:16]=[C:15]([NH:22][C:23]([C:25]2[CH:30]=[CH:29][C:28]([Cl:31])=[CH:27][N:26]=2)=[O:24])[N:14]=1)[CH3:32])[CH3:33])([CH3:4])([CH3:3])[CH3:2]. (5) Given the reactants [CH3:1][C:2]#[N:3].C([Li])CCC.C[O:10][C:11]([C:13]1[CH:14]=[C:15]2[C:19](=[CH:20][CH:21]=1)[N:18]([Si:22]([CH:29]([CH3:31])[CH3:30])([CH:26]([CH3:28])[CH3:27])[CH:23]([CH3:25])[CH3:24])[CH:17]=[CH:16]2)=O.Cl, predict the reaction product. The product is: [O:10]=[C:11]([C:13]1[CH:14]=[C:15]2[C:19](=[CH:20][CH:21]=1)[N:18]([Si:22]([CH:26]([CH3:28])[CH3:27])([CH:29]([CH3:31])[CH3:30])[CH:23]([CH3:24])[CH3:25])[CH:17]=[CH:16]2)[CH2:1][C:2]#[N:3]. (6) The product is: [Cl:1][C:2]1[CH:7]=[CH:6][C:5]([C:8]#[CH:9])=[CH:4][N:3]=1. Given the reactants [Cl:1][C:2]1[CH:7]=[CH:6][C:5]([C:8]#[C:9][Si](C)(C)C)=[CH:4][N:3]=1.[F-].C([N+](CCCC)(CCCC)CCCC)CCC, predict the reaction product. (7) Given the reactants C1(C(C2C=CC=CC=2)[N:8]2[CH2:11][CH:10]([CH2:12][O:13][C:14]3[CH:19]=[CH:18][C:17]([C:20]4([C:26]#[N:27])[CH2:25][CH2:24][O:23][CH2:22][CH2:21]4)=[CH:16][CH:15]=3)[CH2:9]2)C=CC=CC=1.Cl, predict the reaction product. The product is: [NH:8]1[CH2:11][CH:10]([CH2:12][O:13][C:14]2[CH:15]=[CH:16][C:17]([C:20]3([C:26]#[N:27])[CH2:25][CH2:24][O:23][CH2:22][CH2:21]3)=[CH:18][CH:19]=2)[CH2:9]1. (8) Given the reactants II.FC(F)(F)C(OC1C(OC(=O)C(F)(F)F)=C([I:14])C=CC=1)=O.[CH2:24]([O:26][C:27](=[O:60])[C@H:28]([CH2:37][C:38]1[CH:43]=[CH:42][C:41]([O:44][C:45]([O:47][C:48]([CH3:51])([CH3:50])[CH3:49])=[O:46])=[C:40]([O:52][C:53]([O:55][C:56]([CH3:59])([CH3:58])[CH3:57])=[O:54])[CH:39]=1)[NH:29][C:30]([O:32][C:33]([CH3:36])([CH3:35])[CH3:34])=[O:31])[CH3:25], predict the reaction product. The product is: [CH2:24]([O:26][C:27](=[O:60])[C@H:28]([CH2:37][C:38]1[C:43]([I:14])=[CH:42][C:41]([O:44][C:45]([O:47][C:48]([CH3:49])([CH3:50])[CH3:51])=[O:46])=[C:40]([O:52][C:53]([O:55][C:56]([CH3:59])([CH3:58])[CH3:57])=[O:54])[CH:39]=1)[NH:29][C:30]([O:32][C:33]([CH3:34])([CH3:35])[CH3:36])=[O:31])[CH3:25].